This data is from Forward reaction prediction with 1.9M reactions from USPTO patents (1976-2016). The task is: Predict the product of the given reaction. (1) Given the reactants CC1(C)C(C)(C)OB([C:9]2[CH:10]=[C:11]3[CH:17]=[CH:16][NH:15][C:12]3=[N:13][CH:14]=2)O1.Br[C:20]1[CH:21]=[CH:22][C:23]([C:26]#[C:27][CH2:28][O:29][CH3:30])=[N:24][CH:25]=1.O.C(OCC)(=O)C, predict the reaction product. The product is: [CH3:30][O:29][CH2:28][C:27]#[C:26][C:23]1[N:24]=[CH:25][C:20]([C:9]2[CH:10]=[C:11]3[CH:17]=[CH:16][NH:15][C:12]3=[N:13][CH:14]=2)=[CH:21][CH:22]=1. (2) Given the reactants BrCC([C:5]1[CH:12]=[CH:11][CH:10]=[CH:9][C:6]=1[C:7]#[N:8])=O.[C:13]([O-:16])([O-])=O.[K+].[K+].[SH:19][C:20]1[CH:21]=[C:22]([CH:26]=[CH:27][CH:28]=1)[C:23]([OH:25])=[O:24].[CH2:29](O)C, predict the reaction product. The product is: [C:7]([C:6]1[CH:5]=[C:12]([C:13](=[O:16])[CH2:29][S:19][C:20]2[CH:21]=[C:22]([CH:26]=[CH:27][CH:28]=2)[C:23]([OH:25])=[O:24])[CH:11]=[CH:10][CH:9]=1)#[N:8]. (3) Given the reactants [CH:1]1[C:11]2[CH:10]=[CH:9][C:8]3[CH:12]=[CH:13][CH:14]=[CH:15][C:7]=3[N:6]([CH2:16][CH2:17][OH:18])[C:5]=2[CH:4]=[CH:3][CH:2]=1.[C:32]1(P([C:32]2[CH:37]=[CH:36][CH:35]=[CH:34][CH:33]=2)[C:32]2[CH:37]=[CH:36][CH:35]=[CH:34][CH:33]=2)[CH:37]=[CH:36][CH:35]=[CH:34][CH:33]=1.C[CH2:39][O:40]C(/N=N/C(OCC)=O)=O.[CH3:50][O:51][C:52](=[O:78])[C@@H:53]([NH:62][C:63]1[CH:68]=[CH:67][CH:66]=[CH:65][C:64]=1OC(=O)C1C=CC=CC=1)[CH2:54][C:55]1[CH:60]=[CH:59][C:58](O)=[CH:57][CH:56]=1, predict the reaction product. The product is: [CH3:50][O:51][C:52](=[O:78])[C@@H:53]([NH:62][C:63]1[CH:68]=[CH:67][CH:66]=[CH:65][C:64]=1[C:39](=[O:40])[C:32]1[CH:33]=[CH:34][CH:35]=[CH:36][CH:37]=1)[CH2:54][C:55]1[CH:56]=[CH:57][C:58]([O:18][CH2:17][CH2:16][N:6]2[C:7]3[CH:15]=[CH:14][CH:13]=[CH:12][C:8]=3[CH:9]=[CH:10][C:11]3[CH:1]=[CH:2][CH:3]=[CH:4][C:5]2=3)=[CH:59][CH:60]=1.